This data is from Peptide-MHC class I binding affinity with 185,985 pairs from IEDB/IMGT. The task is: Regression. Given a peptide amino acid sequence and an MHC pseudo amino acid sequence, predict their binding affinity value. This is MHC class I binding data. The peptide sequence is NILMDSIFV. The MHC is HLA-A02:03 with pseudo-sequence HLA-A02:03. The binding affinity (normalized) is 0.500.